Dataset: Forward reaction prediction with 1.9M reactions from USPTO patents (1976-2016). Task: Predict the product of the given reaction. (1) Given the reactants [F:1][C:2]1[CH:7]=[C:6]([F:8])[CH:5]=[CH:4][C:3]=1[C:9]1[CH:18]=[CH:17][C:16]2[C:11](=[CH:12][CH:13]=[C:14]([O:19]C)[CH:15]=2)[C:10]=1[C:21]([C:23]1[CH:28]=[CH:27][C:26]([O:29][CH2:30][CH2:31][N:32]2[CH2:37][CH2:36][CH2:35][CH2:34][CH2:33]2)=[CH:25][CH:24]=1)=[O:22].Cl.CCOCC.B(Br)(Br)Br.C(=O)(O)[O-].[Na+], predict the reaction product. The product is: [F:1][C:2]1[CH:7]=[C:6]([F:8])[CH:5]=[CH:4][C:3]=1[C:9]1[CH:18]=[CH:17][C:16]2[C:11](=[CH:12][CH:13]=[C:14]([OH:19])[CH:15]=2)[C:10]=1[C:21]([C:23]1[CH:28]=[CH:27][C:26]([O:29][CH2:30][CH2:31][N:32]2[CH2:37][CH2:36][CH2:35][CH2:34][CH2:33]2)=[CH:25][CH:24]=1)=[O:22]. (2) Given the reactants Cl.CC1NCCN2N=C([C:12]([F:15])([F:14])[F:13])N=C12.[C:16]([O:20][C:21]([NH:23][C@H:24]([CH2:29][C:30]1[CH:35]=[C:34]([F:36])[C:33]([F:37])=[CH:32][C:31]=1[F:38])[CH2:25][C:26]([OH:28])=O)=[O:22])([CH3:19])([CH3:18])[CH3:17].[CH:39](N(CC)C(C)C)(C)C.O[N:49]1[C:53]2[N:54]=[CH:55][CH:56]=[CH:57][C:52]=2[N:51]=[N:50]1.F[P-](F)(F)(F)(F)F.N1(OC(N(C)C)=[N+](C)C)C2N=CC=CC=2N=N1, predict the reaction product. The product is: [C:16]([O:20][C:21]([NH:23][C@H:24]([CH2:29][C:30]1[CH:35]=[C:34]([F:36])[C:33]([F:37])=[CH:32][C:31]=1[F:38])[CH2:25][C:26]([N:51]1[CH2:56][CH2:55][N:54]2[CH2:39][N:50]([C:12]([F:15])([F:14])[F:13])[N:49]=[C:53]2[CH:52]1[CH3:57])=[O:28])=[O:22])([CH3:17])([CH3:18])[CH3:19]. (3) Given the reactants [O:1]1[CH2:6][CH2:5][C:4](=[CH:7][C:8]([O:10][CH2:11][CH3:12])=O)[CH2:3][CH2:2]1.[H-].C([Al+]CC(C)C)C(C)C.CCCCCC.Cl.[O:30]1CCCC1, predict the reaction product. The product is: [C:11]([O:10][CH2:8][CH:7]=[C:4]1[CH2:5][CH2:6][O:1][CH2:2][CH2:3]1)(=[O:30])[CH3:12]. (4) Given the reactants Br[C:2]1[CH:3]=[C:4]2[N:10]=[C:9]([CH:11]([OH:13])[CH3:12])[NH:8][C:5]2=[N:6][CH:7]=1.[CH3:14][C:15]1([CH3:39])[CH2:24][CH2:23][C:22]2[N:21]=[CH:20][N:19]=[C:18]([N:25]3[CH2:31][C:30]4[CH:32]=[C:33](B(O)O)[CH:34]=[CH:35][C:29]=4[O:28][CH2:27][CH2:26]3)[C:17]=2[CH2:16]1, predict the reaction product. The product is: [CH3:14][C:15]1([CH3:39])[CH2:24][CH2:23][C:22]2[N:21]=[CH:20][N:19]=[C:18]([N:25]3[CH2:31][C:30]4[CH:32]=[C:33]([C:2]5[CH:3]=[C:4]6[N:10]=[C:9]([CH:11]([OH:13])[CH3:12])[NH:8][C:5]6=[N:6][CH:7]=5)[CH:34]=[CH:35][C:29]=4[O:28][CH2:27][CH2:26]3)[C:17]=2[CH2:16]1. (5) Given the reactants C(C1N=C2CN(C(OC(C)(C)C)=O)CCN2C=1)=O.N1CCCCC1.[BH-](OC(C)=O)(OC(C)=O)OC(C)=O.[Na+].C(=O)([O-])O.[Na+].C(O)(C(F)(F)F)=O.[N:51]1([CH2:57][C:58]2[N:59]=[C:60]3[CH2:65][N:64](C(OC(C)(C)C)=O)[CH2:63][CH2:62][N:61]3[CH:73]=2)[CH2:56][CH2:55][CH2:54][CH2:53][CH2:52]1, predict the reaction product. The product is: [N:51]1([CH2:57][C:58]2[N:59]=[C:60]3[CH2:65][NH:64][CH2:63][CH2:62][N:61]3[CH:73]=2)[CH2:56][CH2:55][CH2:54][CH2:53][CH2:52]1.